Dataset: Experimentally validated miRNA-target interactions with 360,000+ pairs, plus equal number of negative samples. Task: Binary Classification. Given a miRNA mature sequence and a target amino acid sequence, predict their likelihood of interaction. (1) The miRNA is hsa-miR-369-3p with sequence AAUAAUACAUGGUUGAUCUUU. The protein sequence of the target gene is MGSQTMAVALPRDLRQDANLAKRRHAELCRQKRVFNARNRIIGGDTEAWDVQVHDQKIKEATEKARHETFAAEMRQNDKIMCILENRKKRDRKNLCRAINDFQQSFQKPETRREFDLSDPLALKKDLPARQSDNDVRNTISGMQKFMGEDLNFHERKKFQEEQNREWSLQQQREWKNARAEQKCAEALYTETRLQFDETAKHLQKLESTTRKAVCASVKDFNKSQAIESVERKKQEKKQEQEDNLAEITNLLRGDLLSENPQQAASSFGPHRVVPDRWKGMTQEQLEQIRLVQKQQIQEK.... Result: 0 (no interaction). (2) The miRNA is hsa-miR-208a-5p with sequence GAGCUUUUGGCCCGGGUUAUAC. Result: 0 (no interaction). The protein sequence of the target gene is MATCWQALWAYRSYLIVFFVPILLLPLPILVPSKEAYCAYAIILMALFWCTEALPLAVTALFPLILFPMMGIVDASEVAVEYLKDSNLLFFGGLLVAIAVEHWNLHKRIALRVLLIVGVRPAPLILGFMLVTAFLSMWISNTATSAMMVPIAHAVLDQLHSSQASSNVEEGSNNPTFELQEPSPQKEVTKLDNGQALPVTSASSEGRAHLSQKHLHLTQCMSLCVCYSASIGGIATLTGTAPNLVLQGQINSLFPQNGNVVNFASWFSFAFPTMVILLLLAWLWLQILFLGFNFRKNFGI....